This data is from Catalyst prediction with 721,799 reactions and 888 catalyst types from USPTO. The task is: Predict which catalyst facilitates the given reaction. (1) Reactant: [Cl:1][C:2]1[CH:7]=[CH:6][C:5]([NH:8][C:9]([NH:11][CH2:12][C:13]2[CH:18]=[CH:17][CH:16]=[C:15]([N+:19]([O-])=O)[CH:14]=2)=[O:10])=[CH:4][C:3]=1[C:22]([F:25])([F:24])[F:23]. Product: [NH2:19][C:15]1[CH:14]=[C:13]([CH:18]=[CH:17][CH:16]=1)[CH2:12][NH:11][C:9]([NH:8][C:5]1[CH:6]=[CH:7][C:2]([Cl:1])=[C:3]([C:22]([F:25])([F:23])[F:24])[CH:4]=1)=[O:10]. The catalyst class is: 5. (2) Reactant: [CH3:1][O:2][C:3](=[O:15])[CH:4]=[C:5]1[CH2:14][CH2:13][C:8]2([O:12][CH2:11][CH2:10][O:9]2)[CH2:7][CH2:6]1.[N+:16]([CH3:19])([O-:18])=[O:17].[F-].C([N+](CCCC)(CCCC)CCCC)CCC. Product: [CH3:1][O:2][C:3](=[O:15])[CH2:4][C:5]1([CH2:19][N+:16]([O-:18])=[O:17])[CH2:6][CH2:7][C:8]2([O:9][CH2:10][CH2:11][O:12]2)[CH2:13][CH2:14]1. The catalyst class is: 20.